Dataset: Aqueous solubility values for 9,982 compounds from the AqSolDB database. Task: Regression/Classification. Given a drug SMILES string, predict its absorption, distribution, metabolism, or excretion properties. Task type varies by dataset: regression for continuous measurements (e.g., permeability, clearance, half-life) or binary classification for categorical outcomes (e.g., BBB penetration, CYP inhibition). For this dataset (solubility_aqsoldb), we predict Y. The molecule is CCn1cnc2c1c(=O)n(C)c(=O)n2C. The Y is -0.754 log mol/L.